This data is from Peptide-MHC class II binding affinity with 134,281 pairs from IEDB. The task is: Regression. Given a peptide amino acid sequence and an MHC pseudo amino acid sequence, predict their binding affinity value. This is MHC class II binding data. (1) The peptide sequence is ILDNAAKYVEHDP. The MHC is DRB1_0701 with pseudo-sequence DRB1_0701. The binding affinity (normalized) is 0.0549. (2) The peptide sequence is DVKFPGGGQIVGGVYLLPRR. The MHC is HLA-DPA10301-DPB10402 with pseudo-sequence HLA-DPA10301-DPB10402. The binding affinity (normalized) is 0.678. (3) The peptide sequence is NAGFKAAVAAAAVVP. The MHC is HLA-DQA10501-DQB10301 with pseudo-sequence HLA-DQA10501-DQB10301. The binding affinity (normalized) is 0.765.